Dataset: Full USPTO retrosynthesis dataset with 1.9M reactions from patents (1976-2016). Task: Predict the reactants needed to synthesize the given product. (1) Given the product [ClH:20].[CH:1]1([N:7]2[CH2:8][CH2:9][CH:10]([CH2:13][C:14]3[CH:19]=[CH:18][CH:17]=[CH:16][CH:15]=3)[CH2:11][CH2:12]2)[CH2:6][CH2:5][CH2:4][CH2:3][CH2:2]1, predict the reactants needed to synthesize it. The reactants are: [CH:1]1([N:7]2[CH2:12][CH2:11][CH:10]([CH2:13][C:14]3[CH:19]=[CH:18][CH:17]=[CH:16][CH:15]=3)[CH2:9][CH2:8]2)[CH2:6][CH2:5][CH2:4][CH2:3][CH2:2]1.[Cl:20]CCl. (2) The reactants are: [Br:1][C:2]1[CH:7]=[C:6]([F:8])[C:5]([F:9])=[CH:4][C:3]=1[OH:10].C([O-])([O-])=O.[K+].[K+].F[C:18]1[CH:23]=[CH:22][CH:21]=[CH:20][N:19]=1. Given the product [Br:1][C:2]1[CH:7]=[C:6]([F:8])[C:5]([F:9])=[CH:4][C:3]=1[O:10][C:18]1[CH:23]=[CH:22][CH:21]=[CH:20][N:19]=1, predict the reactants needed to synthesize it.